From a dataset of Full USPTO retrosynthesis dataset with 1.9M reactions from patents (1976-2016). Predict the reactants needed to synthesize the given product. (1) Given the product [ClH:9].[CH2:10]([N:12]1[C:18](=[O:19])[C:17]([CH3:21])([CH3:20])[C:16](=[O:22])[N:15]([CH3:23])[C:14]2[CH:24]=[C:25]([CH2:28][N:29]([CH2:30][CH2:31][C:32]3[CH:33]=[N:34][CH:35]=[CH:36][CH:37]=3)[C:1](=[O:8])[C:2]3[CH:7]=[CH:6][CH:5]=[CH:4][CH:3]=3)[CH:26]=[CH:27][C:13]1=2)[CH3:11], predict the reactants needed to synthesize it. The reactants are: [C:1]([Cl:9])(=[O:8])[C:2]1[CH:7]=[CH:6][CH:5]=[CH:4][CH:3]=1.[CH2:10]([N:12]1[C:18](=[O:19])[C:17]([CH3:21])([CH3:20])[C:16](=[O:22])[N:15]([CH3:23])[C:14]2[CH:24]=[C:25]([CH2:28][NH:29][CH2:30][CH2:31][C:32]3[CH:33]=[N:34][CH:35]=[CH:36][CH:37]=3)[CH:26]=[CH:27][C:13]1=2)[CH3:11].C(=O)([O-])O.[Na+].C(O)C.Cl. (2) Given the product [NH2:1][C:2]1[C:12]([Cl:13])=[C:11]([CH2:14][N:15]2[CH2:20][CH2:19][CH2:18][C@@H:17]([NH:21][C:22]([O:24][C:25]([CH3:27])([CH3:28])[CH3:26])=[O:23])[CH2:16]2)[C:10]([C:29]([F:31])([F:32])[F:30])=[CH:9][C:3]=1[C:4]([OH:6])=[O:5], predict the reactants needed to synthesize it. The reactants are: [NH2:1][C:2]1[C:12]([Cl:13])=[C:11]([CH2:14][N:15]2[CH2:20][CH2:19][CH2:18][C@@H:17]([NH:21][C:22]([O:24][C:25]([CH3:28])([CH3:27])[CH3:26])=[O:23])[CH2:16]2)[C:10]([C:29]([F:32])([F:31])[F:30])=[CH:9][C:3]=1[C:4]([O:6]CC)=[O:5].NC1C(Cl)=C(C=O)C(C(F)(F)F)=CC=1C(O)=O. (3) Given the product [CH:23]1([N:22]2[C:21]3[CH:29]=[CH:30][C:31]([C:33]([OH:35])=[O:34])=[CH:32][C:20]=3[N:19]=[C:18]2[C:13]2[CH:14]=[C:15]3[C:10](=[CH:11][CH:12]=2)[N:9]=[C:8]([C:6]2[CH:7]=[CH:2][C:3]([OH:39])=[CH:4][C:5]=2[OH:36])[CH:17]=[CH:16]3)[CH2:28][CH2:27][CH2:26][CH2:25][CH2:24]1, predict the reactants needed to synthesize it. The reactants are: Br[C:2]1[CH:3]=[CH:4][C:5]([OH:36])=[C:6]([C:8]2[CH:17]=[CH:16][C:15]3[C:10](=[CH:11][CH:12]=[C:13]([C:18]4[N:22]([CH:23]5[CH2:28][CH2:27][CH2:26][CH2:25][CH2:24]5)[C:21]5[CH:29]=[CH:30][C:31]([C:33]([OH:35])=[O:34])=[CH:32][C:20]=5[N:19]=4)[CH:14]=3)[N:9]=2)[CH:7]=1.C([O:39]C(C1C=CC2N(C3CCCCC3)C(C3C=CC(N)=C(C=O)C=3)=NC=2C=1)=O)C.OC1C=C(O)C=CC=1C(=O)C.[OH-].[K+]. (4) Given the product [CH3:15][O:12][C:11](=[O:13])[CH2:10][C:4]1[CH:5]=[CH:6][C:7]([O:8][CH3:9])=[C:2]([Br:1])[CH:3]=1, predict the reactants needed to synthesize it. The reactants are: [Br:1][C:2]1[CH:3]=[C:4]([CH2:10][C:11]([OH:13])=[O:12])[CH:5]=[CH:6][C:7]=1[O:8][CH3:9].Cl.[CH3:15]O. (5) Given the product [F:1][C:2]1[CH:3]=[CH:4][C:5]([C:8]2[O:9][CH:10]=[C:11]([C:13]([CH3:17])([CH3:16])[CH2:14][NH:15][C:30](=[O:31])[C:29]3[CH:33]=[CH:34][CH:35]=[C:27]([C:25]4[S:26][C:22]([C:20](=[O:21])[C:19]([F:37])([F:18])[F:36])=[CH:23][N:24]=4)[CH:28]=3)[N:12]=2)=[CH:6][CH:7]=1, predict the reactants needed to synthesize it. The reactants are: [F:1][C:2]1[CH:7]=[CH:6][C:5]([C:8]2[O:9][CH:10]=[C:11]([C:13]([CH3:17])([CH3:16])[CH2:14][NH2:15])[N:12]=2)=[CH:4][CH:3]=1.[F:18][C:19]([F:37])([F:36])[C:20]([C:22]1[S:26][C:25]([C:27]2[CH:28]=[C:29]([CH:33]=[CH:34][CH:35]=2)[C:30](O)=[O:31])=[N:24][CH:23]=1)=[O:21]. (6) Given the product [Cl:37][C:34]1[CH:35]=[CH:36][C:31]([C:27]2([C:24]3[C:25]4[C:20](=[CH:19][CH:18]=[C:17]([O:16][CH2:15][C:14]([N:11]5[CH2:12][CH2:13][NH:8][CH2:9][CH2:10]5)=[O:38])[CH:26]=4)[CH2:21][CH2:22][N:23]=3)[CH2:30][CH2:29][CH2:28]2)=[CH:32][CH:33]=1, predict the reactants needed to synthesize it. The reactants are: C(OC([N:8]1[CH2:13][CH2:12][N:11]([C:14](=[O:38])[CH2:15][O:16][C:17]2[CH:26]=[C:25]3[C:20]([CH2:21][CH2:22][N:23]=[C:24]3[C:27]3([C:31]4[CH:36]=[CH:35][C:34]([Cl:37])=[CH:33][CH:32]=4)[CH2:30][CH2:29][CH2:28]3)=[CH:19][CH:18]=2)[CH2:10][CH2:9]1)=O)(C)(C)C.Cl.CC(O)C. (7) Given the product [CH3:1][O:2][C:3]1[CH:11]=[CH:10][C:9]2[N:8]3[CH2:12][CH2:13][NH:14][C:15](=[O:16])[C:7]3=[C:6]([CH:19]=[O:20])[C:5]=2[CH:4]=1, predict the reactants needed to synthesize it. The reactants are: [CH3:1][O:2][C:3]1[CH:11]=[CH:10][C:9]2[N:8]3[CH2:12][CH2:13][N:14](C=O)[C:15](=[O:16])[C:7]3=[C:6]([CH:19]=[O:20])[C:5]=2[CH:4]=1.ClCCl. (8) Given the product [N:25]1([C:2]2[CH:7]=[CH:6][C:5]([C:8]3[N:12]4[N:13]=[C:14]([NH:17][CH:18]5[CH2:23][CH2:22][CH:21]([OH:24])[CH2:20][CH2:19]5)[CH:15]=[CH:16][C:11]4=[N:10][CH:9]=3)=[CH:4][CH:3]=2)[CH:29]=[N:28][CH:27]=[N:26]1, predict the reactants needed to synthesize it. The reactants are: F[C:2]1[CH:7]=[CH:6][C:5]([C:8]2[N:12]3[N:13]=[C:14]([NH:17][CH:18]4[CH2:23][CH2:22][CH:21]([OH:24])[CH2:20][CH2:19]4)[CH:15]=[CH:16][C:11]3=[N:10][CH:9]=2)=[CH:4][CH:3]=1.[NH:25]1[CH:29]=[N:28][CH:27]=[N:26]1.C(=O)([O-])[O-].[K+].[K+].CCOC(C)=O.